This data is from Human liver microsome stability data. The task is: Regression/Classification. Given a drug SMILES string, predict its absorption, distribution, metabolism, or excretion properties. Task type varies by dataset: regression for continuous measurements (e.g., permeability, clearance, half-life) or binary classification for categorical outcomes (e.g., BBB penetration, CYP inhibition). Dataset: hlm. (1) The molecule is COc1ccc2c(c1)C1CC1(C(=O)N1C3CCC1CN(C)C3)Cn1c-2c(C2CCCCC2)c2ccc(C(=O)NS(=O)(=O)N3CCC3)cc21. The result is 0 (unstable in human liver microsomes). (2) The result is 1 (stable in human liver microsomes). The compound is O=c1n(Cc2nc3ccccc3n2CCCC(F)(F)F)c2cnccc2n1C1CC1. (3) The molecule is CC(C)CCn1nc(N2CCCCC2)c(O)c(C2=NS(=O)(=O)c3cc(NS(C)(=O)=O)ccc3N2)c1=O. The result is 1 (stable in human liver microsomes). (4) The compound is CC(C)[C@H](NS(=O)(=O)c1ccc2c(c1)sc1cc(NC(=O)NCCc3cccs3)ccc12)C(=O)O. The result is 0 (unstable in human liver microsomes). (5) The compound is CCOC(=O)CCN(CCN1C[C@H](C)C[C@@](C)(O)[C@H](O[C@@H]2O[C@H](C)C[C@H](N(C)C)[C@H]2O)[C@@H](C)[C@H](O[C@H]2C[C@@](C)(OC)[C@@H](O)[C@H](C)O2)[C@@H](C)C(=O)O[C@H](CC)[C@@](C)(O)[C@H](O)[C@H]1C)C(=O)Nc1ccc2ccccc2c1. The result is 0 (unstable in human liver microsomes). (6) The compound is CCn1nnc2c(N3CCOCC3)nc(-c3ccc(NC(=O)Nc4ccc(C(=O)N5CCN(C)CC5)cc4)cc3)nc21. The result is 0 (unstable in human liver microsomes). (7) The drug is CC(C)CCc1cc(N2CCN(C)CC2)nc(N)n1. The result is 0 (unstable in human liver microsomes). (8) The drug is COc1ccc(C(=O)NCc2cccc(C(=O)Nc3ccc(CO)cc3)c2)cc1OC. The result is 0 (unstable in human liver microsomes).